The task is: Predict which catalyst facilitates the given reaction.. This data is from Catalyst prediction with 721,799 reactions and 888 catalyst types from USPTO. (1) Reactant: [CH2:1]([C:3]1[CH:31]=[CH:30][C:6]([C:7]([N:9]2[CH2:29][CH2:28][C:12]3([C:17]4=[CH:18][CH:19]=[CH:20][N:16]4[C:15]4[CH:21]=[CH:22][C:23]([C:25](O)=[O:26])=[CH:24][C:14]=4[O:13]3)[CH2:11][CH2:10]2)=[O:8])=[CH:5][C:4]=1[O:32][CH3:33])[CH3:2].C(N(CC)CC)C.ClC(OCC(C)C)=O.[BH4-].[Na+]. Product: [CH2:1]([C:3]1[CH:31]=[CH:30][C:6]([C:7]([N:9]2[CH2:10][CH2:11][C:12]3([O:13][C:14]4[CH:24]=[C:23]([CH2:25][OH:26])[CH:22]=[CH:21][C:15]=4[N:16]4[CH:20]=[CH:19][CH:18]=[C:17]34)[CH2:28][CH2:29]2)=[O:8])=[CH:5][C:4]=1[O:32][CH3:33])[CH3:2]. The catalyst class is: 30. (2) Product: [OH:1][CH2:2][C@H:3]1[NH:4][CH2:5][C@@H:6]([NH:8][C:9]([C:11]2[C:19]3[C:14](=[CH:15][CH:16]=[CH:17][CH:18]=3)[N:13]([CH:20]([CH3:22])[CH3:21])[N:12]=2)=[O:10])[CH2:7]1. Reactant: [OH:1][CH2:2][C@@H:3]1[CH2:7][C@H:6]([NH:8][C:9]([C:11]2[C:19]3[C:14](=[CH:15][CH:16]=[CH:17][CH:18]=3)[N:13]([CH:20]([CH3:22])[CH3:21])[N:12]=2)=[O:10])[CH2:5][N:4]1C(OC(C)(C)C)=O.Cl. The catalyst class is: 5. (3) Reactant: C[O:2][C:3]1[N:12]=[CH:11][CH:10]=[C:9]2[C:4]=1[CH:5]=[C:6]([C:36]1[CH:41]=[CH:40][CH:39]=[CH:38][CH:37]=1)[C:7]([C:13]1[CH:35]=[CH:34][C:16]([CH2:17][N:18]3[CH2:23][CH2:22][CH:21]([N:24]4[C:28]5=[N:29][CH:30]=[N:31][C:32]([NH2:33])=[C:27]5[CH:26]=[N:25]4)[CH2:20][CH2:19]3)=[CH:15][CH:14]=1)=[N:8]2.Cl.N1C=CC=CC=1.C(=O)(O)[O-].[Na+]. Product: [NH2:33][C:32]1[N:31]=[CH:30][N:29]=[C:28]2[N:24]([CH:21]3[CH2:20][CH2:19][N:18]([CH2:17][C:16]4[CH:34]=[CH:35][C:13]([C:7]5[C:6]([C:36]6[CH:37]=[CH:38][CH:39]=[CH:40][CH:41]=6)=[CH:5][C:4]6[C:3](=[O:2])[NH:12][CH:11]=[CH:10][C:9]=6[N:8]=5)=[CH:14][CH:15]=4)[CH2:23][CH2:22]3)[N:25]=[CH:26][C:27]=12. The catalyst class is: 6. (4) Reactant: [OH-].[K+].[N+:3]([C:6]1[CH:13]=[CH:12][C:9]([CH2:10]Br)=[CH:8][CH:7]=1)([O-:5])=[O:4].[CH3:14][O:15][CH2:16][CH2:17][OH:18]. Product: [CH3:14][O:15][CH2:16][CH2:17][O:18][CH2:10][C:9]1[CH:12]=[CH:13][C:6]([N+:3]([O-:5])=[O:4])=[CH:7][CH:8]=1. The catalyst class is: 25. (5) Reactant: [CH3:1][N:2]([CH2:4][C:5]1[CH:10]=[CH:9][C:8]([CH:11]2[CH:20]([C:21]3[CH:26]=[CH:25][C:24]([CH3:27])=[CH:23][CH:22]=3)[C:19](=O)[C:18]3[C:17]([C:29](OCC)=O)=[CH:16][CH:15]=[CH:14][C:13]=3[NH:12]2)=[CH:7][CH:6]=1)[CH3:3].[OH2:34].[NH2:35][NH2:36]. Product: [CH3:1][N:2]([CH2:4][C:5]1[CH:6]=[CH:7][C:8]([CH:11]2[NH:12][C:13]3[C:18]4[C:19](=[N:35][NH:36][C:29](=[O:34])[C:17]=4[CH:16]=[CH:15][CH:14]=3)[CH:20]2[C:21]2[CH:26]=[CH:25][C:24]([CH3:27])=[CH:23][CH:22]=2)=[CH:9][CH:10]=1)[CH3:3]. The catalyst class is: 5.